From a dataset of Full USPTO retrosynthesis dataset with 1.9M reactions from patents (1976-2016). Predict the reactants needed to synthesize the given product. (1) Given the product [CH:1]([P:3](=[O:4])([OH:6])[OH:5])=[CH2:2].[C:7]([NH2:11])(=[O:10])[CH:8]=[CH2:9], predict the reactants needed to synthesize it. The reactants are: [CH:1]([P:3](=[O:6])([OH:5])[OH:4])=[CH2:2].[C:7]([NH2:11])(=[O:10])[CH:8]=[CH2:9].CC(N=NC(C#N)(C)C)(C#N)C. (2) Given the product [CH3:1][CH:2]1[CH:7]=[C:6]([CH3:8])[CH2:5][CH2:4][C:3]1([CH:9]([OH:10])[CH:15]([CH3:17])[CH3:16])[C:11]([CH3:13])=[CH2:12], predict the reactants needed to synthesize it. The reactants are: [CH3:1][CH:2]1[CH:7]=[C:6]([CH3:8])[CH2:5][CH2:4][C:3]1([C:11]([CH3:13])=[CH2:12])[CH:9]=[O:10].Br[CH:15]([CH3:17])[CH3:16]. (3) Given the product [C:16]([O:15][C:14](=[O:20])[NH:13][C:5]12[CH2:11][CH:9]3[CH2:8][CH:7]([CH2:12][C:3]([CH:2]=[O:1])([CH2:10]3)[CH2:4]1)[CH2:6]2)([CH3:19])([CH3:17])[CH3:18], predict the reactants needed to synthesize it. The reactants are: [OH:1][CH2:2][C:3]12[CH2:12][CH:7]3[CH2:8][CH:9]([CH2:11][C:5]([NH:13][C:14](=[O:20])[O:15][C:16]([CH3:19])([CH3:18])[CH3:17])([CH2:6]3)[CH2:4]1)[CH2:10]2.C1C=C[NH+]=CC=1.[O-][Cr](Cl)(=O)=O. (4) Given the product [CH3:19][O:20][C:21]([NH:23][C@@H:24]([CH:28]([CH3:30])[CH3:29])[C:25]([N:6]1[C@@H:2]([CH3:1])[CH2:3][CH2:4][C@H:5]1[C:7]([O:9][CH2:10][CH3:11])=[O:8])=[O:26])=[O:22], predict the reactants needed to synthesize it. The reactants are: [CH3:1][C@@H:2]1[NH:6][C@H:5]([C:7]([O:9][CH2:10][CH3:11])=[O:8])[CH2:4][CH2:3]1.C(O)(C(F)(F)F)=O.[CH3:19][O:20][C:21]([NH:23][C@@H:24]([CH:28]([CH3:30])[CH3:29])[C:25](O)=[O:26])=[O:22].CN(C(ON1N=NC2C=CC=NC1=2)=[N+](C)C)C.F[P-](F)(F)(F)(F)F.CCN(C(C)C)C(C)C. (5) Given the product [Br:1][C:2]1[C:3]([NH:22][C:38](=[O:39])[CH2:37][C:34]2[CH:33]=[CH:32][C:31]([O:30][Si:23]([C:26]([CH3:28])([CH3:27])[CH3:29])([CH3:24])[CH3:25])=[CH:36][CH:35]=2)=[N:4][CH:5]=[C:6]([C:8]2[CH:9]=[CH:10][C:11]([O:14][Si:15]([C:18]([CH3:19])([CH3:21])[CH3:20])([CH3:16])[CH3:17])=[CH:12][CH:13]=2)[N:7]=1, predict the reactants needed to synthesize it. The reactants are: [Br:1][C:2]1[C:3]([NH2:22])=[N:4][CH:5]=[C:6]([C:8]2[CH:13]=[CH:12][C:11]([O:14][Si:15]([C:18]([CH3:21])([CH3:20])[CH3:19])([CH3:17])[CH3:16])=[CH:10][CH:9]=2)[N:7]=1.[Si:23]([O:30][C:31]1[CH:36]=[CH:35][C:34]([CH2:37][C:38](Cl)=[O:39])=[CH:33][CH:32]=1)([C:26]([CH3:29])([CH3:28])[CH3:27])([CH3:25])[CH3:24].O.